From a dataset of Cav3 T-type calcium channel HTS with 100,875 compounds. Binary Classification. Given a drug SMILES string, predict its activity (active/inactive) in a high-throughput screening assay against a specified biological target. (1) The compound is S(c1c(n(nc1C)c1[nH]nc(c(=O)n1)C)C)CC(=O)Nc1ccc(F)cc1. The result is 0 (inactive). (2) The drug is O=c1n2c(nc3n(Cc4ccccc4)c(=N)c(cc13)C(=O)NCCCC)c(ccc2)C. The result is 0 (inactive). (3) The molecule is Clc1c(NC(=O)c2ccc(CC)cc2)cc2OCCCOc2c1. The result is 0 (inactive). (4) The drug is S(=O)(=O)(Nc1nc2c(nc1NCc1occc1)cccc2)c1sccc1. The result is 0 (inactive). (5) The drug is O1c2cc(N(CC(=O)Nc3c4c([nH]c3C(OC)=O)ccc(c4)C)CC)ccc2OC1. The result is 0 (inactive). (6) The molecule is O=C(N1CCN(CC1)c1nc(N2CCOCC2)nc(n1)NCCOCCOCCOCC#C)C(n1nnc(C(N)CC(C)C)c1)Cc1ccc(O)cc1. The result is 0 (inactive). (7) The compound is Clc1c(Oc2nc(nnc2C(OCC)=O)c2ccccc2)cccc1. The result is 0 (inactive). (8) The molecule is S(=O)(=O)(/N=C(\NC(=S)Nc1cc(ccc1)C)c1ccccc1)c1ccccc1. The result is 0 (inactive). (9) The molecule is S(CC(=O)c1ccccc1)c1nc(SCC(=O)c2ccccc2)nc(c1)C. The result is 0 (inactive). (10) The drug is O(C(=O)c1nn(c2ccc(cc2)C)c(=O)c(n1)N)CC. The result is 0 (inactive).